The task is: Predict which catalyst facilitates the given reaction.. This data is from Catalyst prediction with 721,799 reactions and 888 catalyst types from USPTO. (1) Reactant: [OH:1][C:2]1[N:3]=[N:4][C:5]([C:9]([OH:11])=O)=[C:6]([OH:8])[N:7]=1.[NH3:12]. Product: [O:1]=[C:2]1[NH:7][C:6](=[O:8])[C:5]([C:9]([NH2:12])=[O:11])=[N:4][NH:3]1. The catalyst class is: 9. (2) Reactant: [NH2:1][C:2]1[CH:7]=[C:6]([CH3:8])[CH:5]=[CH:4][C:3]=1[OH:9].[N+:10]([C:13]1[CH:14]=[C:15]([CH:19]=[CH:20][CH:21]=1)[C:16](Cl)=O)([O-:12])=[O:11].[OH-].[Na+]. Product: [CH3:8][C:6]1[CH:5]=[CH:4][C:3]2[O:9][C:16]([C:15]3[CH:19]=[CH:20][CH:21]=[C:13]([N+:10]([O-:12])=[O:11])[CH:14]=3)=[N:1][C:2]=2[CH:7]=1. The catalyst class is: 12.